Dataset: Forward reaction prediction with 1.9M reactions from USPTO patents (1976-2016). Task: Predict the product of the given reaction. (1) Given the reactants [Cl:1][C:2]1[CH:7]=[CH:6][C:5]([CH:8]([OH:10])[CH3:9])=[CH:4][CH:3]=1.[C:11](Cl)([Cl:13])=[O:12], predict the reaction product. The product is: [Cl:13][C:11]([O:10][CH:8]([C:5]1[CH:6]=[CH:7][C:2]([Cl:1])=[CH:3][CH:4]=1)[CH3:9])=[O:12]. (2) The product is: [F:16][C:17]([F:28])([F:27])[C:18]([C:12]1[C:11]2[CH:10]=[CH:9][NH:8][C:7](=[O:6])[C:15]=2[NH:14][CH:13]=1)=[O:19]. Given the reactants [Cl-].[Al+3].[Cl-].[Cl-].C[O:6][C:7]1[N:8]=[CH:9][CH:10]=[C:11]2[C:15]=1[NH:14][CH:13]=[CH:12]2.[F:16][C:17]([F:28])([F:27])[C:18](O[C:18](=[O:19])[C:17]([F:28])([F:27])[F:16])=[O:19].C(=O)(O)[O-].[Na+], predict the reaction product. (3) Given the reactants C([C:3]1[CH:8]=[C:7]([O:9][CH3:10])[C:6]([O:11][CH2:12][CH2:13][CH2:14][N:15]2[CH2:20][CH2:19][O:18][CH2:17][CH2:16]2)=[CH:5][C:4]=1[N:21]=[CH:22][N:23]([CH3:25])C)#N.[NH2:26][C:27]1[S:28][CH:29]=[CH:30][N:31]=1, predict the reaction product. The product is: [NH2:26][C:27]1[S:28][C:29]([C:25]2[C:3]3[C:4](=[CH:5][C:6]([O:11][CH2:12][CH2:13][CH2:14][N:15]4[CH2:16][CH2:17][O:18][CH2:19][CH2:20]4)=[C:7]([O:9][CH3:10])[CH:8]=3)[N:21]=[CH:22][N:23]=2)=[CH:30][N:31]=1. (4) Given the reactants BrC1C=CC(S(NC2C=CN=C(Cl)C=2)(=O)=O)=CC=1.[CH3:19][C@H:20]1[NH:25][C@@H:24]([CH3:26])[CH2:23][N:22]([C:27]2[CH:28]=[C:29]([NH2:33])[CH:30]=[N:31][CH:32]=2)[CH2:21]1.[Br:34][C:35]1[CH:40]=[CH:39][C:38]([S:41](Cl)(=[O:43])=[O:42])=[CH:37][C:36]=1[F:45], predict the reaction product. The product is: [Br:34][C:35]1[CH:40]=[CH:39][C:38]([S:41]([NH:33][C:29]2[CH:30]=[N:31][CH:32]=[C:27]([N:22]3[CH2:23][C@H:24]([CH3:26])[NH:25][C@H:20]([CH3:19])[CH2:21]3)[CH:28]=2)(=[O:43])=[O:42])=[CH:37][C:36]=1[F:45]. (5) The product is: [N:25]([C@@H:28]([C@@H:32]([C:39]1[CH:40]=[CH:41][C:42]([F:45])=[CH:43][CH:44]=1)[CH:33]1[CH2:34][CH2:35][O:36][CH2:37][CH2:38]1)[C:29]([NH:1][C:2]1[CH:23]=[CH:22][CH:21]=[C:20]([F:24])[C:3]=1[CH2:4][CH2:5][C@H:6]1[CH2:10][O:9][C:8]([CH3:11])([CH3:12])[N:7]1[C:13]([O:15][C:16]([CH3:19])([CH3:17])[CH3:18])=[O:14])=[O:30])=[N+:26]=[N-:27]. Given the reactants [NH2:1][C:2]1[CH:23]=[CH:22][CH:21]=[C:20]([F:24])[C:3]=1[CH2:4][CH2:5][C@H:6]1[CH2:10][O:9][C:8]([CH3:12])([CH3:11])[N:7]1[C:13]([O:15][C:16]([CH3:19])([CH3:18])[CH3:17])=[O:14].[N:25]([C@@H:28]([C@@H:32]([C:39]1[CH:44]=[CH:43][C:42]([F:45])=[CH:41][CH:40]=1)[CH:33]1[CH2:38][CH2:37][O:36][CH2:35][CH2:34]1)[C:29](O)=[O:30])=[N+:26]=[N-:27].O=P(Cl)(Cl)Cl, predict the reaction product. (6) Given the reactants O=[O+][O-].[CH3:4][C@@H:5]([C@@H:13]1[C@@:17]2([CH3:32])[CH2:18][CH2:19][CH2:20]/[C:21](=[CH:22]\[CH:23]=[C:24]3\[CH2:25][C@@H:26]([OH:31])[CH2:27][CH2:28][C:29]\3=C)/[C@@H:16]2[CH2:15][CH2:14]1)/[CH:6]=[CH:7]/[C@@H](C(C)C)C.N1C=CC=CC=1.[BH4-].[Na+].[CH3:41][OH:42], predict the reaction product. The product is: [CH3:7][CH2:6][C@@H:5]([C@@H:13]1[C@@:17]2([CH3:32])[CH2:18][CH2:19][CH2:20]/[C:21](=[CH:22]\[CH:23]=[C:24]3[CH2:29][C@@H:41]([OH:42])[C:27](=[CH2:28])[C@H:26]([OH:31])[CH2:25]3)/[C@@H:16]2[CH2:15][CH2:14]1)[CH3:4].